From a dataset of Catalyst prediction with 721,799 reactions and 888 catalyst types from USPTO. Predict which catalyst facilitates the given reaction. Reactant: [CH3:1][O:2][CH2:3][CH2:4][N:5]1[CH2:10][CH2:9][N:8]2[N:11]=[C:12]([N+:14]([O-])=O)[CH:13]=[C:7]2[CH2:6]1. Product: [CH3:1][O:2][CH2:3][CH2:4][N:5]1[CH2:10][CH2:9][N:8]2[N:11]=[C:12]([NH2:14])[CH:13]=[C:7]2[CH2:6]1. The catalyst class is: 19.